From a dataset of Experimentally validated miRNA-target interactions with 360,000+ pairs, plus equal number of negative samples. Binary Classification. Given a miRNA mature sequence and a target amino acid sequence, predict their likelihood of interaction. (1) The miRNA is hsa-miR-5196-3p with sequence UCAUCCUCGUCUCCCUCCCAG. The protein sequence of the target gene is MAAAALGSSSGSASPAVAELCQNTPETFLEASKLLLTYADNILRNPNDEKYRSIRIGNTAFSTRLLPVRGAVECLFEMGFEEGETHLIFPKKASVEQLQKIRDLIAIERSSRLDGSNKSHKVKSSQQPAASTQLPTTPSSNPSGLNQHTRNRQGQSSDPPSASTVAADSAILEVLQSNIQHVLVYENPALQEKALACIPVQELKRKSQEKLSRARKLDKGINISDEDFLLLELLHWFKEEFFHWVNNVLCSKCGGQTRSRDRSLLPSDDELKWGAKEVEDHYCDACQFSNRFPRYNNPEK.... Result: 0 (no interaction). (2) The miRNA is cel-miR-269 with sequence GGCAAGACUCUGGCAAAACU. Result: 0 (no interaction). The protein sequence of the target gene is MAELKYISGFGNECSSEDPRCPGSLPEGQNNPQVCPYNLYAEQLSGSAFTCPRSTNKRSWLYRILPSVSHKPFESIDEGQVTHNWDEVDPDPNQLRWKPFEIPKASQKKVDFVSGLHTLCGAGDIKSNNGLAIHIFLCNTSMENRCFYNSDGDFLIVPQKGNLLIYTEFGKMLVQPNEICVIQRGMRFSIDVFEETRGYILEVYGVHFELPDLGPIGANGLANPRDFLIPIAWYEDRQVPGGYTVINKYQGKLFAAKQDVSPFNVVAWHGNYTPYKYNLKNFMVINSVAFDHADPSIFTV.... (3) The miRNA is hsa-miR-20b-5p with sequence CAAAGUGCUCAUAGUGCAGGUAG. The protein sequence of the target gene is MEEYAREPCPWRIVDDCGGAFTMGTIGGGIFQAIKGFRNSPVGVNHRLRGSLTAIKTRAPQLGGSFAVWGGLFSMIDCSMVQVRGKEDPWNSITSGALTGAILAARNGPVAMVGSAAMGGILLALIEGAGILLTRFASAQFPNGPQFAEDPSQLPSTQLPSSPFGDYRQYQ. Result: 1 (interaction). (4) The miRNA is hsa-miR-6814-5p with sequence UCCCAAGGGUGAGAUGCUGCCA. The protein sequence of the target gene is MAEEEVAKLEKHLMLLRQEYVKLQKKLAETEKRCALLAAQANKESSSESFISRLLAIVADLYEQEQYSDLKIKVGDRHISAHKFVLAARSDSWSLANLSSTKELDLSDANPEVTMTMLRWIYTDELEFREDDVFLTELMKLANRFQLQLLRERCEKGVMSLVNVRNCIRFYQTAEELNASTLMNYCAEIIASHWDDLRKEDFSSMSAQLLYKMIKSKTEYPLHKAIKVEREDVVFLYLIEMDSQLPGKLNEADHNGDLALDLALSRRLESIATTLVSHKADVDMVDKSGWSLLHKGIQRG.... Result: 1 (interaction). (5) The miRNA is hsa-miR-5194 with sequence UGAGGGGUUUGGAAUGGGAUGG. The protein sequence of the target gene is MASADELTFHEFEEATNLLADTPDAATTSRSDQLTPQGHVAVAVGSGGSYGAEDEVEEESDKAALLQEQQQQQQPGFWTFSYYQSFFDVDTSQVLDRIKGSLLPRPGHNFVRHHLRNRPDLYGPFWICATLAFVLAVTGNLTLVLAQRRDPSIHYSPQFHKVTVAGISIYCYAWLVPLALWGFLRWRKGVQERMGPYTFLETVCIYGYSLFVFIPMVVLWLIPVPWLQWLFGALALGLSAAGLVFTLWPVVREDTRLVATVLLSVVVLLHALLAMGCKLYFFQSLPPENVAPPPQITSLP.... Result: 1 (interaction). (6) The miRNA is dme-miR-310-3p with sequence UAUUGCACACUUCCCGGCCUUU. The protein sequence of the target gene is MSYPQFGYPYSSAPQFLMATNSLSTCCESGGRTLADSGPAASAQAPVYCPVYESRLLATARHELNSAAALGVYGGPYGGSQGYGNYVTYGSEASAFYSLNSFDSKDGSGSAHGGLAPAAAAYYPYEPALGQYPYDRYGTMDSGTRRKNATRETTSTLKAWLQEHRKNPYPTKGEKIMLAIITKMTLTQVSTWFANARRRLKKENKMTWPPRNKCADEKRPYAEGEEEEGGEEEAREEPLKSSKNAEPVGKEEKELELSDLDDFDPLEAEPPACELKPPFHSLDGGLERVPAAPDGPVKEA.... Result: 0 (no interaction). (7) The miRNA is mmu-miR-1195 with sequence UGAGUUCGAGGCCAGCCUGCUCA. The protein sequence of the target gene is MTHETTTLISLKEAMKRVDNKLRALDTQFKELDVTKDNLTLRFEHHSKTLASQAAQDEIWTAALALGFTSMELNIVYSYVIEVLICLHTRMLQKLPDLVRSLPTLASVLRRKAKNKHVRLVWESVLQEYGLQERDVSALCTFFIVHGNKGEHYAANVRRMYIKDVSFMITNMVKNQALQDGLLRAVQIIEKGKQAQDPENSRAPLKELMPPVKD. Result: 1 (interaction). (8) The miRNA is hsa-miR-512-5p with sequence CACUCAGCCUUGAGGGCACUUUC. The protein sequence of the target gene is MNNLSFSELCCLFCCPPCPGKIASKLAFLPPDPTYTLMCDESGSRWTLHLSERADWQYSSREKDAIECFMTRTSKGNRIACMFVRCSPNAKYTLLFSHGNAVDLGQMSSFYIGLGSRINCNIFSYDYSGYGASSGKPTEKNLYADIEAAWLALRTRYGIRPENVIIYGQSIGTVPSVDLAARYESAAVILHSPLTSGMRVAFPDTKKTYCFDAFPNIDKISKITSPVLIIHGTEDEVIDFSHGLALFERCQRPVEPLWVEGAGHNDVELYGQYLERLKQFVSQELVNL. Result: 1 (interaction). (9) The miRNA is hsa-miR-4746-3p with sequence AGCGGUGCUCCUGCGGGCCGA. The protein sequence of the target gene is MAGPGGWRDREVTDLGHLPDPTGIFSLDKTIGLGTYGRIYLGLHEKTGAFTAVKVMNARKTPLPEIGRRVRVNKYQKSVGWRYSDEEEDLRTELNLLRKYSFHKNIVSFYGAFFKLSPPGQRHQLWMVMELCAAGSVTDVVRMTSNQSLKEDWIAYICREILQGLAHLHAHRVIHRDIKGQNVLLTHNAEVKLVDFGVSAQVSRTNGRRNSFIGTPYWMAPEVIDCDEDPRRSYDYRSDVWSVGITAIEMAEGAPPLCNLQPLEALFVILRESAPTVKSSGWSRKFHNFMEKCTIKNFLF.... Result: 0 (no interaction).